This data is from Reaction yield outcomes from USPTO patents with 853,638 reactions. The task is: Predict the reaction yield, written as a fraction of the theoretical maximum amount of product (1.0 means a 100% yield; for example, 0.34 means a 34% yield). The reactants are CO[C:3](=O)[CH2:4][CH2:5][NH:6][CH2:7][CH3:8].[CH2:10]1[C:18]2[C:13](=[CH:14][CH:15]=[CH:16][CH:17]=2)[CH2:12][C:11]1=[O:19]. The catalyst is C1(C)C=CC=CC=1. The product is [CH2:7]([N:6]1[C:11](=[O:19])[CH2:10][CH2:18][C:17]2[C:16]3[CH:15]=[CH:14][CH:13]=[CH:12][C:3]=3[CH2:4][C:5]1=2)[CH3:8]. The yield is 0.270.